Dataset: Full USPTO retrosynthesis dataset with 1.9M reactions from patents (1976-2016). Task: Predict the reactants needed to synthesize the given product. (1) Given the product [Cl:1][C:2]1[CH:3]=[CH:4][C:5]([O:6][CH:7]2[CH2:8][CH2:9][N:10]([C:13](=[O:17])[C:14]([NH:20][C:21]3[CH:22]=[C:23]4[C:27](=[CH:28][CH:29]=3)[NH:26][C:25](=[O:30])[CH2:24]4)=[O:16])[CH2:11][CH2:12]2)=[CH:18][CH:19]=1, predict the reactants needed to synthesize it. The reactants are: [Cl:1][C:2]1[CH:19]=[CH:18][C:5]([O:6][CH:7]2[CH2:12][CH2:11][N:10]([C:13](=[O:17])[C:14]([OH:16])=O)[CH2:9][CH2:8]2)=[CH:4][CH:3]=1.[NH2:20][C:21]1[CH:22]=[C:23]2[C:27](=[CH:28][CH:29]=1)[NH:26][C:25](=[O:30])[CH2:24]2. (2) Given the product [NH:35]1[C:36]2[C:41](=[CH:40][CH:39]=[CH:38][CH:37]=2)[C:33]([C:30]2[CH2:31][CH2:32][N:27]([CH2:12][CH:13]3[O:26][C:17]4=[C:18]5[C:23](=[CH:24][CH:25]=[C:16]4[O:15][CH2:14]3)[N:22]=[CH:21][CH:20]=[N:19]5)[CH2:28][CH:29]=2)=[CH:34]1, predict the reactants needed to synthesize it. The reactants are: CC1C=CC(S(O[CH2:12][C@@H:13]2[O:26][C:17]3=[C:18]4[C:23](=[CH:24][CH:25]=[C:16]3[O:15][CH2:14]2)[N:22]=[CH:21][CH:20]=[N:19]4)(=O)=O)=CC=1.[NH:27]1[CH2:32][CH:31]=[C:30]([C:33]2[C:41]3[C:36](=[CH:37][CH:38]=[CH:39][CH:40]=3)[NH:35][CH:34]=2)[CH2:29][CH2:28]1. (3) The reactants are: [O:1]1[CH2:15][CH:2]1[CH2:3][N:4]1[C:8](=[O:9])[C:7]2=[CH:10][CH:11]=[CH:12][CH:13]=[C:6]2[C:5]1=[O:14].[F:16][C:17]1[CH:22]=[CH:21][C:20]([S:23]([NH:26][C:27]2[CH:32]=[C:31]([N+:33]([O-:35])=[O:34])[CH:30]=[CH:29][C:28]=2F)(=[O:25])=[O:24])=[CH:19][CH:18]=1.C(=O)([O-])[O-].[K+].[K+]. Given the product [F:16][C:17]1[CH:22]=[CH:21][C:20]([S:23]([N:26]2[C:27]3[CH:32]=[C:31]([N+:33]([O-:35])=[O:34])[CH:30]=[CH:29][C:28]=3[O:1][CH:2]([CH2:3][N:4]3[C:8](=[O:9])[C:7]4[C:6](=[CH:13][CH:12]=[CH:11][CH:10]=4)[C:5]3=[O:14])[CH2:15]2)(=[O:25])=[O:24])=[CH:19][CH:18]=1, predict the reactants needed to synthesize it. (4) The reactants are: [Cl:1][C:2]1[CH:31]=[C:30]([Cl:32])[CH:29]=[CH:28][C:3]=1[O:4][C:5]1[CH:10]=[CH:9][CH:8]=[CH:7][C:6]=1[NH:11][S:12]([C:15]1[CH:27]=[CH:26][C:18]([C:19]([NH:21][CH2:22][C:23](O)=[O:24])=[O:20])=[CH:17][CH:16]=1)(=[O:14])=[O:13].[CH3:33][N:34]([CH3:37])[CH:35]=O.[CH3:38][N:39](C(ON1N=NC2C=CC=CC1=2)=[N+](C)C)[CH3:40].F[P-](F)(F)(F)(F)F.[CH2:62]([N:64]([CH2:67][CH3:68])[CH2:65]C)[CH3:63]. Given the product [Cl:1][C:2]1[CH:31]=[C:30]([Cl:32])[CH:29]=[CH:28][C:3]=1[O:4][C:5]1[CH:10]=[CH:9][CH:8]=[CH:7][C:6]=1[NH:11][S:12]([C:15]1[CH:16]=[CH:17][C:18]([C:19]([NH:21][CH2:22][C:23](=[O:24])[N:39]2[CH2:40][CH2:35][N:34]([CH2:37][CH2:65][N:64]3[CH2:67][CH2:68][CH2:63][CH2:62]3)[CH2:33][CH2:38]2)=[O:20])=[CH:26][CH:27]=1)(=[O:14])=[O:13], predict the reactants needed to synthesize it.